This data is from Reaction yield outcomes from USPTO patents with 853,638 reactions. The task is: Predict the reaction yield, written as a fraction of the theoretical maximum amount of product (1.0 means a 100% yield; for example, 0.34 means a 34% yield). The reactants are [F:1][C:2]1[C:3]([F:12])=[CH:4][C:5]2[S:9][C:8]([NH2:10])=[N:7][C:6]=2[CH:11]=1.[F:13][C:14]1[CH:15]=[C:16]([CH:20]=[C:21]([C:23]([F:26])([F:25])[F:24])[CH:22]=1)[C:17](Cl)=[O:18].Br[CH:28]([CH2:33][CH3:34])[C:29]([O:31]C)=[O:30].COC1C=CC2N=C(N)SC=2C=1.ClC1C=C(C=CC=1)C(Cl)=O.BrCC(OCC)=O. No catalyst specified. The product is [F:1][C:2]1[C:3]([F:12])=[CH:4][C:5]2[S:9][C:8](=[N:10][C:17](=[O:18])[C:16]3[CH:20]=[C:21]([C:23]([F:26])([F:25])[F:24])[CH:22]=[C:14]([F:13])[CH:15]=3)[N:7]([CH:28]([CH2:33][CH3:34])[C:29]([OH:31])=[O:30])[C:6]=2[CH:11]=1. The yield is 0.260.